Dataset: Full USPTO retrosynthesis dataset with 1.9M reactions from patents (1976-2016). Task: Predict the reactants needed to synthesize the given product. (1) The reactants are: Cl.O1CCOCC1.[CH3:8][O:9][CH2:10][C:11]1([CH:24]([N:26]([C@@H:33]2[CH2:35][C@H:34]2[C:36]2[CH:41]=[CH:40][CH:39]=[CH:38][CH:37]=2)[C:27](=[O:32])[C:28]([F:31])([F:30])[F:29])[CH3:25])[CH2:16][CH2:15][N:14](C(OC(C)(C)C)=O)[CH2:13][CH2:12]1. Given the product [F:31][C:28]([F:29])([F:30])[C:27]([N:26]([CH:24]([C:11]1([CH2:10][O:9][CH3:8])[CH2:16][CH2:15][NH:14][CH2:13][CH2:12]1)[CH3:25])[C@@H:33]1[CH2:35][C@H:34]1[C:36]1[CH:41]=[CH:40][CH:39]=[CH:38][CH:37]=1)=[O:32], predict the reactants needed to synthesize it. (2) Given the product [CH:18]1([N:9]([C:10]2[CH:15]=[CH:14][CH:13]=[C:12]([O:16][CH3:17])[CH:11]=2)[C:7]([C:5]2[S:6][C:2]([C:23]3[CH:24]=[CH:25][CH:26]=[C:21]([CH3:30])[CH:22]=3)=[CH:3][CH:4]=2)=[O:8])[CH2:20][CH2:19]1, predict the reactants needed to synthesize it. The reactants are: Br[C:2]1[S:6][C:5]([C:7]([N:9]([CH:18]2[CH2:20][CH2:19]2)[C:10]2[CH:15]=[CH:14][CH:13]=[C:12]([O:16][CH3:17])[CH:11]=2)=[O:8])=[CH:4][CH:3]=1.[C:21]1([CH3:30])[CH:26]=[CH:25][CH:24]=[C:23](B(O)O)[CH:22]=1.C(=O)([O-])[O-].[Cs+].[Cs+]. (3) Given the product [S:17]1[C:18]2[CH:23]=[CH:22][CH:21]=[CH:20][C:19]=2[C:15]([C:7]2[C:6]3[C:10](=[C:2]([Cl:1])[CH:3]=[C:4]([F:13])[C:5]=3[CH3:12])[NH:9][C:8]=2[CH3:11])=[N:16]1, predict the reactants needed to synthesize it. The reactants are: [Cl:1][C:2]1[CH:3]=[C:4]([F:13])[C:5]([CH3:12])=[C:6]2[C:10]=1[NH:9][C:8]([CH3:11])=[CH:7]2.Cl[C:15]1[C:19]2[CH:20]=[CH:21][CH:22]=[CH:23][C:18]=2[S:17][N:16]=1. (4) Given the product [C:1]([O:5][C:6](=[O:16])[NH:7][C@H:8]1[CH2:13][CH2:12][CH2:11][CH2:10][C@@H:9]1[CH2:14][N:25]1[CH2:26][CH2:27][CH2:28][C@@H:23]([CH2:22][O:21][CH2:18][CH:19]=[CH2:20])[CH2:24]1)([CH3:4])([CH3:3])[CH3:2], predict the reactants needed to synthesize it. The reactants are: [C:1]([O:5][C:6](=[O:16])[NH:7][C@H:8]1[CH2:13][CH2:12][CH2:11][CH2:10][C@@H:9]1[CH:14]=O)([CH3:4])([CH3:3])[CH3:2].Cl.[CH2:18]([O:21][CH2:22][C@@H:23]1[CH2:28][CH2:27][CH2:26][NH:25][CH2:24]1)[CH:19]=[CH2:20].[BH-](OC(C)=O)(OC(C)=O)OC(C)=O.[Na+].[OH-].[Na+]. (5) The reactants are: [C:1]([N:8]1[CH2:12][CH2:11][C:10](=O)[CH2:9]1)([O:3][C:4]([CH3:7])([CH3:6])[CH3:5])=[O:2].O=C[C@@H]([C@H]([C@@H]([C@@H](CO)O)O)O)O.[NH2:26][C@H](C(O)=O)C.CC1N=CC(COP(O)(O)=O)=C(C=O)C=1O.C1C=[N+]([C@@H]2O[C@H](COP(OP(OC[C@H]3O[C@@H](N4C5N=CN=C(N)C=5N=C4)[C@H](O)[C@@H]3O)(O)=O)(O)=O)[C@@H](O)[C@H]2O)C=C(C(N)=O)C=1. Given the product [C:1]([N:8]1[CH2:12][CH2:11][CH:10]([NH2:26])[CH2:9]1)([O:3][C:4]([CH3:7])([CH3:6])[CH3:5])=[O:2], predict the reactants needed to synthesize it. (6) Given the product [Br:1][C:2]1[C:3]([N+:9]([O-:11])=[O:10])=[C:4]([NH:13][CH2:14][C:15]([O:17][CH2:18][CH3:19])=[O:16])[CH:5]=[CH:6][CH:7]=1, predict the reactants needed to synthesize it. The reactants are: [Br:1][C:2]1[CH:7]=[CH:6][CH:5]=[C:4](F)[C:3]=1[N+:9]([O-:11])=[O:10].Cl.[NH2:13][CH2:14][C:15]([O:17][CH2:18][CH3:19])=[O:16].C(N(C(C)C)C(C)C)C. (7) Given the product [Cl:31][C:32]1[C:37]([F:38])=[CH:36][CH:35]=[C:34]([F:39])[C:33]=1[O:29][CH2:28][CH2:27][CH2:26][C:23]1[CH:22]=[CH:21][C:20]([CH2:19][C:3]([C:1]#[N:2])([CH3:30])[C:4]([N:6]([CH:16]2[CH2:18][CH2:17]2)[CH2:7][C:8]2[CH:13]=[CH:12][CH:11]=[C:10]([Cl:14])[C:9]=2[Cl:15])=[O:5])=[CH:25][CH:24]=1, predict the reactants needed to synthesize it. The reactants are: [C:1]([C:3]([CH3:30])([CH2:19][C:20]1[CH:25]=[CH:24][C:23]([CH2:26][CH2:27][CH2:28][OH:29])=[CH:22][CH:21]=1)[C:4]([N:6]([CH:16]1[CH2:18][CH2:17]1)[CH2:7][C:8]1[CH:13]=[CH:12][CH:11]=[C:10]([Cl:14])[C:9]=1[Cl:15])=[O:5])#[N:2].[Cl:31][C:32]1[C:37]([F:38])=[CH:36][CH:35]=[C:34]([F:39])[C:33]=1O.N(C(N1CCCCC1)=O)=NC(N1CCCCC1)=O.C(P(CCCC)CCCC)CCC. (8) Given the product [CH3:29][N:25]1[CH2:26][CH2:27][CH2:28][N:22]([C:19]2[CH:18]=[CH:17][C:16]([N:11]3[C:12](=[O:15])[C:13]4[S:14][C:6]([CH:2]=[C:3]([CH3:5])[CH3:4])=[CH:7][C:8]=4[N:9]=[CH:10]3)=[CH:21][CH:20]=2)[CH2:23][CH2:24]1, predict the reactants needed to synthesize it. The reactants are: O[CH:2]([C:6]1[S:14][C:13]2[C:12](=[O:15])[N:11]([C:16]3[CH:21]=[CH:20][C:19]([N:22]4[CH2:28][CH2:27][CH2:26][N:25]([CH3:29])[CH2:24][CH2:23]4)=[CH:18][CH:17]=3)[CH:10]=[N:9][C:8]=2[CH:7]=1)[CH:3]([CH3:5])[CH3:4].C1(C)C=CC(S(O)(=O)=O)=CC=1. (9) Given the product [C:5]([O:4][CH2:1][C:2]1[CH:17]=[CH:18][C:19]([SiH:22]([CH:23]([CH3:25])[CH3:24])[CH:26]([CH3:27])[CH3:28])=[CH:20][CH:21]=1)(=[O:7])[CH3:6], predict the reactants needed to synthesize it. The reactants are: [C:1]([O:4][C:5](=[O:7])[CH3:6])(=O)[CH3:2].N1C=CC=CC=1.OCC1[CH:21]=[CH:20][C:19]([SiH:22]([CH:26]([CH3:28])[CH3:27])[CH:23]([CH3:25])[CH3:24])=[CH:18][CH:17]=1.CO. (10) Given the product [CH:2]1([N:5]([CH:19]2[CH2:24][CH2:23][N:22]([C:26]3[CH:31]=[N:30][CH:29]=[CH:28][N:27]=3)[CH2:21][CH2:20]2)[C:6](=[O:18])[C:7]2[CH:8]=[CH:9][C:10]([C:13]3[O:17][CH:16]=[N:15][CH:14]=3)=[CH:11][CH:12]=2)[CH2:4][CH2:3]1, predict the reactants needed to synthesize it. The reactants are: Cl.[CH:2]1([N:5]([CH:19]2[CH2:24][CH2:23][NH:22][CH2:21][CH2:20]2)[C:6](=[O:18])[C:7]2[CH:12]=[CH:11][C:10]([C:13]3[O:17][CH:16]=[N:15][CH:14]=3)=[CH:9][CH:8]=2)[CH2:4][CH2:3]1.F[C:26]1[CH:31]=[N:30][CH:29]=[CH:28][N:27]=1.